Dataset: Forward reaction prediction with 1.9M reactions from USPTO patents (1976-2016). Task: Predict the product of the given reaction. (1) Given the reactants [CH3:1][CH:2]1[CH2:11][CH:10]([NH:12][CH2:13][C:14]#[CH:15])[C:9]2[C:4](=[CH:5][CH:6]=[CH:7][CH:8]=2)[N:3]1[C:16]([C:18]1[CH:23]=[CH:22][CH:21]=[CH:20][CH:19]=1)=[O:17].C(N([CH:30]([CH3:32])C)CC)(C)C.ClCCl.C(=O)([O-])[O-:37].[K+].[K+], predict the reaction product. The product is: [C:16]([N:3]1[C:4]2[C:9](=[CH:8][CH:7]=[CH:6][CH:5]=2)[CH:10]([N:12]([CH2:13][C:14]#[CH:15])[C:30](=[O:37])[CH3:32])[CH2:11][CH:2]1[CH3:1])(=[O:17])[C:18]1[CH:23]=[CH:22][CH:21]=[CH:20][CH:19]=1. (2) Given the reactants [NH2:1][CH2:2][C:3]1[CH:11]=[CH:10][C:6]([C:7]([OH:9])=[O:8])=[CH:5][CH:4]=1.S(Cl)([Cl:14])=O.[CH2:16](O)[CH3:17], predict the reaction product. The product is: [ClH:14].[CH2:16]([O:8][C:7](=[O:9])[C:6]1[CH:5]=[CH:4][C:3]([CH2:2][NH2:1])=[CH:11][CH:10]=1)[CH3:17]. (3) The product is: [O:11]=[C:12]1[CH2:16][O:15][CH2:14][CH:13]1[NH:17][C:18](=[O:27])[O:19][CH2:20][C:21]1[CH:22]=[CH:23][CH:24]=[CH:25][CH:26]=1. Given the reactants CS(C)=O.C(Cl)(=O)C(Cl)=O.[OH:11][C@@H:12]1[CH2:16][O:15][CH2:14][C@H:13]1[NH:17][C:18](=[O:27])[O:19][CH2:20][C:21]1[CH:26]=[CH:25][CH:24]=[CH:23][CH:22]=1.C(N(CC)CC)C, predict the reaction product.